Task: Predict the reactants needed to synthesize the given product.. Dataset: Retrosynthesis with 50K atom-mapped reactions and 10 reaction types from USPTO (1) Given the product COCCCOc1cc2c(cc1OC)C=NC(C1CCC1)C2, predict the reactants needed to synthesize it. The reactants are: COCCCOc1cc(CC(NC=O)C2CCC2)ccc1OC. (2) Given the product Cn1c(C(F)(F)F)cc(=O)n(-c2ccc(Cl)cc2NC(=O)c2ccc3ccccc3c2)c1=O, predict the reactants needed to synthesize it. The reactants are: Cn1c(C(F)(F)F)cc(=O)n(-c2ccc(Cl)cc2N)c1=O.O=C(Cl)c1ccc2ccccc2c1.